This data is from Full USPTO retrosynthesis dataset with 1.9M reactions from patents (1976-2016). The task is: Predict the reactants needed to synthesize the given product. (1) Given the product [N:30]([CH:6]([C:16]1[C:17]([O:27][CH2:28][CH3:29])=[C:18]([C:24](=[O:26])[CH3:25])[CH:19]=[C:20]([Cl:23])[C:21]=1[F:22])[CH2:7][O:8][Si:9]([C:12]([CH3:15])([CH3:14])[CH3:13])([CH3:11])[CH3:10])=[N+:31]=[N-:32], predict the reactants needed to synthesize it. The reactants are: CS(O[CH:6]([C:16]1[C:21]([F:22])=[C:20]([Cl:23])[CH:19]=[C:18]([C:24](=[O:26])[CH3:25])[C:17]=1[O:27][CH2:28][CH3:29])[CH2:7][O:8][Si:9]([C:12]([CH3:15])([CH3:14])[CH3:13])([CH3:11])[CH3:10])(=O)=O.[N-:30]=[N+:31]=[N-:32].[Na+]. (2) Given the product [F:13][C:14]1[CH:15]=[C:16]([CH:17]=[CH:18][C:19]=1[O:20][C:21]1[CH:22]=[N:23][C:24]([C:27]([F:30])([F:28])[F:29])=[CH:25][CH:26]=1)[CH2:31][O:32][C:2]1[CH:3]=[C:4]2[N:11]([CH3:12])[CH2:10][CH2:9][N:5]2[C:6](=[O:8])[N:7]=1, predict the reactants needed to synthesize it. The reactants are: Cl[C:2]1[CH:3]=[C:4]2[N:11]([CH3:12])[CH2:10][CH2:9][N:5]2[C:6](=[O:8])[N:7]=1.[F:13][C:14]1[CH:15]=[C:16]([CH2:31][OH:32])[CH:17]=[CH:18][C:19]=1[O:20][C:21]1[CH:22]=[N:23][C:24]([C:27]([F:30])([F:29])[F:28])=[CH:25][CH:26]=1. (3) Given the product [Br:23][C:21]1[CH:20]=[CH:19][C:18]([F:24])=[C:17]([C@:2]2([CH3:16])[C:3]([F:15])([F:14])[C:4]([CH3:13])([CH3:5])[O:6][CH2:7][C:8](=[O:9])[NH:1]2)[CH:22]=1, predict the reactants needed to synthesize it. The reactants are: [NH2:1][C@@:2]([C:17]1[CH:22]=[C:21]([Br:23])[CH:20]=[CH:19][C:18]=1[F:24])([CH3:16])[C:3]([F:15])([F:14])[C:4]([CH3:13])([O:6][CH2:7][C:8](OCC)=[O:9])[CH3:5].C[Al](C)C.C([O-])(O)=O.[Na+]. (4) The reactants are: C([O:4][C@H:5]1[C@H:10]([O:11]C(=O)C)[C@@H:9]([N:15]([C:19]([O:21][C:22]([CH3:25])([CH3:24])[CH3:23])=[O:20])C(=O)C)[C@H:8]([O:26][CH2:27][C:28]2[CH:33]=[CH:32][CH:31]=[CH:30][CH:29]=2)[O:7][C@@H:6]1[CH2:34][O:35]C(=O)C)(=O)C.C[O-].[Na+]. Given the product [CH2:27]([O:26][C@H:8]1[C@H:9]([NH:15][C:19](=[O:20])[O:21][C:22]([CH3:25])([CH3:24])[CH3:23])[C@@H:10]([OH:11])[C@H:5]([OH:4])[C@@H:6]([CH2:34][OH:35])[O:7]1)[C:28]1[CH:29]=[CH:30][CH:31]=[CH:32][CH:33]=1, predict the reactants needed to synthesize it.